This data is from Reaction yield outcomes from USPTO patents with 853,638 reactions. The task is: Predict the reaction yield, written as a fraction of the theoretical maximum amount of product (1.0 means a 100% yield; for example, 0.34 means a 34% yield). (1) The reactants are [NH2:1][C:2]1[C:3](=[O:17])[N:4]([CH2:9][C:10]([O:12][C:13]([CH3:16])([CH3:15])[CH3:14])=[O:11])[C:5]([CH3:8])=[CH:6][CH:7]=1.CN1CCOCC1.[CH3:25][C:26]1[CH:27]=[C:28]([S:32](Cl)(=[O:34])=[O:33])[CH:29]=[CH:30][CH:31]=1. The catalyst is C(Cl)Cl. The product is [CH3:25][C:26]1[CH:27]=[C:28]([S:32]([NH:1][C:2]2[C:3](=[O:17])[N:4]([CH2:9][C:10]([O:12][C:13]([CH3:16])([CH3:15])[CH3:14])=[O:11])[C:5]([CH3:8])=[CH:6][CH:7]=2)(=[O:34])=[O:33])[CH:29]=[CH:30][CH:31]=1. The yield is 0.910. (2) The reactants are Br[C:2]1[CH:9]=[CH:8][C:7]([CH:10]=[O:11])=[CH:6][C:3]=1[C:4]#[N:5].COC1C=CC=C(OC)C=1C1C=CC=CC=1P([CH:33]1[CH2:38][CH2:37][CH2:36]CC1)[CH:37]1[CH2:36]CC[CH2:33][CH2:38]1.[Br-].C1([Zn+])CCC1. The catalyst is C1COCC1.CCOC(C)=O.O.C([O-])(=O)C.[Pd+2].C([O-])(=O)C. The product is [CH:36]1([C:2]2[CH:9]=[CH:8][C:7]([CH:10]=[O:11])=[CH:6][C:3]=2[C:4]#[N:5])[CH2:37][CH2:38][CH2:33]1. The yield is 0.500.